Task: Predict the product of the given reaction.. Dataset: Forward reaction prediction with 1.9M reactions from USPTO patents (1976-2016) (1) Given the reactants Cl[C:2]1[N:7]=[C:6]([C:8]2[S:12][C:11]([CH:13]([CH3:15])[CH3:14])=[N:10][C:9]=2[C:16]2[CH:17]=[C:18]([NH:22][S:23]([C:26]3[CH:31]=[CH:30][CH:29]=[C:28]([F:32])[CH:27]=3)(=[O:25])=[O:24])[CH:19]=[CH:20][CH:21]=2)[CH:5]=[CH:4][N:3]=1.[CH3:33][NH2:34].C([O-])([O-])=O.[K+].[K+], predict the reaction product. The product is: [F:32][C:28]1[CH:27]=[C:26]([S:23]([NH:22][C:18]2[CH:19]=[CH:20][CH:21]=[C:16]([C:9]3[N:10]=[C:11]([CH:13]([CH3:15])[CH3:14])[S:12][C:8]=3[C:6]3[CH:5]=[CH:4][N:3]=[C:2]([NH:34][CH3:33])[N:7]=3)[CH:17]=2)(=[O:25])=[O:24])[CH:31]=[CH:30][CH:29]=1. (2) Given the reactants [C:1]([C:3]1[N:7]2[N:8]=[C:9]([C:12]3[CH:17]=[CH:16][C:15]([C:18]([N:20]4[CH2:25][CH2:24][O:23][CH2:22][CH2:21]4)=[O:19])=[CH:14][CH:13]=3)[CH:10]=[CH:11][C:6]2=[N:5][CH:4]=1)#[CH:2].I[C:27]1[C:32]([C:33]([F:36])([F:35])[F:34])=[CH:31][N:30]=[C:29]2[N:37]([C:40]([O:42][C:43]([CH3:46])([CH3:45])[CH3:44])=[O:41])[CH:38]=[CH:39][C:28]=12, predict the reaction product. The product is: [N:20]1([C:18]([C:15]2[CH:14]=[CH:13][C:12]([C:9]3[CH:10]=[CH:11][C:6]4[N:7]([C:3]([C:1]#[C:2][C:27]5[C:32]([C:33]([F:35])([F:34])[F:36])=[CH:31][N:30]=[C:29]6[N:37]([C:40]([O:42][C:43]([CH3:46])([CH3:45])[CH3:44])=[O:41])[CH:38]=[CH:39][C:28]=56)=[CH:4][N:5]=4)[N:8]=3)=[CH:17][CH:16]=2)=[O:19])[CH2:21][CH2:22][O:23][CH2:24][CH2:25]1. (3) Given the reactants [NH2:1][CH2:2][C@@H:3]1[CH2:7][CH2:6][N:5]([C:8]2[C:17]3[C:12](=[CH:13][C:14]([CH3:18])=[CH:15][CH:16]=3)[N:11]=[C:10]([C:19]3[CH:24]=[CH:23][CH:22]=[CH:21][C:20]=3[OH:25])[N:9]=2)[CH2:4]1.C(N(CC)CC)C.Cl[C:34]([O:36][CH2:37][CH2:38][O:39][CH3:40])=[O:35], predict the reaction product. The product is: [OH:25][C:20]1[CH:21]=[CH:22][CH:23]=[CH:24][C:19]=1[C:10]1[N:9]=[C:8]([N:5]2[CH2:6][CH2:7][C@@H:3]([CH2:2][NH:1][C:34](=[O:35])[O:36][CH2:37][CH2:38][O:39][CH3:40])[CH2:4]2)[C:17]2[C:12](=[CH:13][C:14]([CH3:18])=[CH:15][CH:16]=2)[N:11]=1. (4) The product is: [OH:1][C:2]1[C:7]([C:11]([O:15][CH2:16][CH3:17])=[O:18])=[CH:8][N:28]=[C:4]([OH:5])[CH:3]=1. Given the reactants [O:1]=[C:2]([CH2:7][C:8](O)=O)[CH2:3][C:4](O)=[O:5].[CH:11]([O:18]CC)([O:15][CH2:16][CH3:17])OCC.C(OC(=O)C)(=O)C.[NH3:28], predict the reaction product.